This data is from Reaction yield outcomes from USPTO patents with 853,638 reactions. The task is: Predict the reaction yield, written as a fraction of the theoretical maximum amount of product (1.0 means a 100% yield; for example, 0.34 means a 34% yield). (1) The reactants are [NH2:1][C:2]1[CH:7]=[CH:6][CH:5]=[C:4]([NH2:8])[N:3]=1.[I:9]N1C(=O)CCC1=O.O. The catalyst is CS(C)=O. The product is [I:9][C:7]1[C:2]([NH2:1])=[N:3][C:4]([NH2:8])=[CH:5][CH:6]=1. The yield is 0.228. (2) The reactants are [C:1]([CH2:3][CH2:4][CH2:5][CH:6]1[CH2:11][CH2:10][N:9]([C:12]([O:14][C:15]([CH3:18])([CH3:17])[CH3:16])=[O:13])[CH2:8][CH2:7]1)#[N:2]. The catalyst is N.CO.[Ni]. The product is [NH2:2][CH2:1][CH2:3][CH2:4][CH2:5][CH:6]1[CH2:7][CH2:8][N:9]([C:12]([O:14][C:15]([CH3:18])([CH3:17])[CH3:16])=[O:13])[CH2:10][CH2:11]1. The yield is 1.00. (3) The reactants are CC1C=C(N2CCN(CCOC3C=CC=CC=3)C2=O)SC=1C(OCC)=O.[CH3:27][C:28]1[CH:32]=[C:31]([N:33]2[CH2:37][CH2:36][N:35]([CH2:38][C:39](=[O:46])[C:40]3[CH:45]=[CH:44][CH:43]=[CH:42][CH:41]=3)[C:34]2=[O:47])[S:30][C:29]=1[C:48]([O:50]CC)=[O:49]. No catalyst specified. The product is [CH3:27][C:28]1[CH:32]=[C:31]([N:33]2[CH2:37][CH2:36][N:35]([CH2:38][C:39](=[O:46])[C:40]3[CH:45]=[CH:44][CH:43]=[CH:42][CH:41]=3)[C:34]2=[O:47])[S:30][C:29]=1[C:48]([OH:50])=[O:49]. The yield is 0.580. (4) The reactants are [C:1]1([S:7]([N:10]2[C:18]3[C:13](=[CH:14][C:15]([C:19]4[CH:24]=[CH:23][C:22]([N:25]5[CH2:30][CH2:29][NH:28][CH2:27][CH2:26]5)=[CH:21][CH:20]=4)=[CH:16][CH:17]=3)[C:12]3[C:31]([Cl:35])=[CH:32][CH:33]=[N:34][C:11]2=3)(=[O:9])=[O:8])[CH:6]=[CH:5][CH:4]=[CH:3][CH:2]=1.[CH3:36][N:37]1[CH2:42][CH2:41][C:40](=O)[CH2:39][CH2:38]1.C(O[BH-](OC(=O)C)OC(=O)C)(=O)C.[Na+]. The catalyst is C(Cl)Cl.C(O)(=O)C. The product is [C:1]1([S:7]([N:10]2[C:18]3[C:13](=[CH:14][C:15]([C:19]4[CH:20]=[CH:21][C:22]([N:25]5[CH2:30][CH2:29][N:28]([CH:40]6[CH2:41][CH2:42][N:37]([CH3:36])[CH2:38][CH2:39]6)[CH2:27][CH2:26]5)=[CH:23][CH:24]=4)=[CH:16][CH:17]=3)[C:12]3[C:31]([Cl:35])=[CH:32][CH:33]=[N:34][C:11]2=3)(=[O:8])=[O:9])[CH:2]=[CH:3][CH:4]=[CH:5][CH:6]=1. The yield is 0.930. (5) The reactants are Cl.[O:2]1[CH2:8][CH2:7][CH2:6][NH:5][CH2:4][CH2:3]1.[C:9]([C:11]1[CH:18]=[CH:17][C:14]([CH:15]=O)=[CH:13][CH:12]=1)#[CH:10].C(O[BH-](OC(=O)C)OC(=O)C)(=O)C.[Na+].C(=O)([O-])O.[Na+]. The catalyst is C(O)(=O)C.C(Cl)(Cl)Cl. The product is [C:9]([C:11]1[CH:18]=[CH:17][C:14]([CH2:15][N:5]2[CH2:6][CH2:7][CH2:8][O:2][CH2:3][CH2:4]2)=[CH:13][CH:12]=1)#[CH:10]. The yield is 0.870.